Dataset: Reaction yield outcomes from USPTO patents with 853,638 reactions. Task: Predict the reaction yield, written as a fraction of the theoretical maximum amount of product (1.0 means a 100% yield; for example, 0.34 means a 34% yield). (1) The reactants are O[CH2:2][CH2:3][CH2:4][O:5][C:6]1[CH:7]=[C:8]([C:12]2[C:13]3[NH:17][C:16]([CH:18]=[C:19]4[N:46]=[C:22]([C:23]([C:35]5[CH:40]=[CH:39][CH:38]=[C:37]([O:41][CH2:42][CH2:43][CH2:44]O)[CH:36]=5)=[C:24]5[NH:34][C:27](=[CH:28][C:29]6[CH:30]=[CH:31][C:32]=2[N:33]=6)[CH:26]=[CH:25]5)[CH:21]=[CH:20]4)=[CH:15][CH:14]=3)[CH:9]=[CH:10][CH:11]=1.C(N(CC)CC)C.[CH3:54][S:55](Cl)(=[O:57])=[O:56]. The catalyst is C(Cl)Cl. The product is [CH3:54][S:55]([CH2:2][CH2:3][CH2:4][O:5][C:6]1[CH:7]=[C:8]([C:12]2[C:13]3[NH:17][C:16]([CH:18]=[C:19]4[N:46]=[C:22]([C:23]([C:35]5[CH:40]=[CH:39][CH:38]=[C:37]([O:41][CH2:42][CH2:43][CH2:44][S:55]([CH3:54])(=[O:57])=[O:56])[CH:36]=5)=[C:24]5[NH:34][C:27](=[CH:28][C:29]6[CH:30]=[CH:31][C:32]=2[N:33]=6)[CH:26]=[CH:25]5)[CH:21]=[CH:20]4)=[CH:15][CH:14]=3)[CH:9]=[CH:10][CH:11]=1)(=[O:57])=[O:56]. The yield is 0.450. (2) The reactants are [F:1][C:2]1[CH:3]=[C:4]([C:34]2[C:35]([C:40]#[N:41])=[CH:36][CH:37]=[CH:38][CH:39]=2)[CH:5]=[CH:6][C:7]=1[CH2:8][C:9]1[C:10](=[O:33])[N:11]([C@H:21]2[CH2:26][CH2:25][C@H:24]([O:27][CH2:28][C:29]([OH:32])([CH3:31])[CH3:30])[CH2:23][CH2:22]2)[C:12]2[N:13]([N:18]=[CH:19][CH:20]=2)[C:14]=1[CH2:15][CH2:16][CH3:17].C[Si]([N:46]=[N+:47]=[N-:48])(C)C.C([Sn](=O)CCCC)CCC.C1(C)C=CC=CC=1. The catalyst is O.C(OCC)(=O)C. The product is [F:1][C:2]1[CH:3]=[C:4]([C:34]2[CH:39]=[CH:38][CH:37]=[CH:36][C:35]=2[C:40]2[NH:48][N:47]=[N:46][N:41]=2)[CH:5]=[CH:6][C:7]=1[CH2:8][C:9]1[C:10](=[O:33])[N:11]([C@H:21]2[CH2:26][CH2:25][C@H:24]([O:27][CH2:28][C:29]([OH:32])([CH3:30])[CH3:31])[CH2:23][CH2:22]2)[C:12]2[N:13]([N:18]=[CH:19][CH:20]=2)[C:14]=1[CH2:15][CH2:16][CH3:17]. The yield is 0.460. (3) The catalyst is ClCCl. The reactants are [Br:1][C:2]1[CH:7]=[CH:6][C:5]([S:8](Cl)(=[O:10])=[O:9])=[CH:4][C:3]=1[F:12].[CH:13]1([NH2:16])[CH2:15][CH2:14]1. The yield is 0.860. The product is [Br:1][C:2]1[CH:7]=[CH:6][C:5]([S:8]([NH:16][CH:13]2[CH2:15][CH2:14]2)(=[O:10])=[O:9])=[CH:4][C:3]=1[F:12]. (4) The reactants are [C:1]1([C:7](=O)[CH2:8][C:9]2[CH:14]=[CH:13][CH:12]=[CH:11][CH:10]=2)[CH:6]=[CH:5][CH:4]=[CH:3][CH:2]=1.[CH2:16]([O:18][C:19]1[CH:20]=[C:21]([CH:24]=[C:25]([N+:28]([O-:30])=[O:29])[C:26]=1[OH:27])[CH:22]=O)[CH3:17].[CH3:31][NH:32][C:33]([NH2:35])=[O:34].Cl. The catalyst is CCO.CO.CCOC(C)=O. The product is [CH2:16]([O:18][C:19]1[CH:20]=[C:21]([CH:22]2[C:8]([C:9]3[CH:14]=[CH:13][CH:12]=[CH:11][CH:10]=3)=[C:7]([C:1]3[CH:6]=[CH:5][CH:4]=[CH:3][CH:2]=3)[N:32]([CH3:31])[C:33](=[O:34])[NH:35]2)[CH:24]=[C:25]([N+:28]([O-:30])=[O:29])[C:26]=1[OH:27])[CH3:17]. The yield is 0.152. (5) The reactants are [F:1][C:2]([F:32])([F:31])[C:3]1[CH:8]=[CH:7][C:6]([NH:9][C:10](=[O:30])[NH:11][C:12]2[CH:13]=[C:14]([CH:27]=[CH:28][CH:29]=2)[C:15]([N:17]2[CH2:22][CH2:21][CH:20]([C:23]([O:25]C)=[O:24])[CH2:19][CH2:18]2)=[O:16])=[CH:5][CH:4]=1.[Li+].[OH-]. The catalyst is C1COCC1.CO.O. The product is [F:32][C:2]([F:1])([F:31])[C:3]1[CH:4]=[CH:5][C:6]([NH:9][C:10](=[O:30])[NH:11][C:12]2[CH:13]=[C:14]([CH:27]=[CH:28][CH:29]=2)[C:15]([N:17]2[CH2:18][CH2:19][CH:20]([C:23]([OH:25])=[O:24])[CH2:21][CH2:22]2)=[O:16])=[CH:7][CH:8]=1. The yield is 0.555.